Dataset: Full USPTO retrosynthesis dataset with 1.9M reactions from patents (1976-2016). Task: Predict the reactants needed to synthesize the given product. Given the product [CH2:1]([O:3][C:4]([CH:6]1[CH2:12][CH2:11][N:10]([S:13]([C:16]2[CH:17]=[CH:18][C:19]([CH3:20])=[CH:21][CH:22]=2)(=[O:15])=[O:14])[C:9]2[CH:23]=[CH:24][CH:25]=[CH:26][C:8]=2[CH2:7]1)=[O:5])[CH3:2], predict the reactants needed to synthesize it. The reactants are: [CH2:1]([O:3][C:4]([C:6]1[CH2:12][CH2:11][N:10]([S:13]([C:16]2[CH:22]=[CH:21][C:19]([CH3:20])=[CH:18][CH:17]=2)(=[O:15])=[O:14])[C:9]2[CH:23]=[CH:24][CH:25]=[CH:26][C:8]=2[CH:7]=1)=[O:5])[CH3:2].